Dataset: Forward reaction prediction with 1.9M reactions from USPTO patents (1976-2016). Task: Predict the product of the given reaction. (1) Given the reactants C([O-])(=O)C.[O:5]=[C:6]1[C@@H:9]([NH3+:10])[CH2:8][NH:7]1.CCN(C(C)C)C(C)C.[C:20]1(/[CH:26]=[CH:27]\[CH2:28][CH2:29][O:30][C:31](N2C=CC=CC2=O)=[O:32])[CH:25]=[CH:24][CH:23]=[CH:22][CH:21]=1, predict the reaction product. The product is: [C:20]1(/[CH:26]=[CH:27]\[CH2:28][CH2:29][O:30][C:31](=[O:32])[NH:10][C@H:9]2[CH2:8][NH:7][C:6]2=[O:5])[CH:25]=[CH:24][CH:23]=[CH:22][CH:21]=1. (2) Given the reactants [AlH4-].[Li+].[S:3]1[C:7]2[CH:8]=[CH:9][CH:10]=[CH:11][C:6]=2[N:5]=[C:4]1[NH:12][C:13]1[CH:23]=[CH:22][C:16]([C:17](OCC)=[O:18])=[CH:15][CH:14]=1.C(Cl)Cl.CO, predict the reaction product. The product is: [S:3]1[C:7]2[CH:8]=[CH:9][CH:10]=[CH:11][C:6]=2[N:5]=[C:4]1[NH:12][C:13]1[CH:23]=[CH:22][C:16]([CH2:17][OH:18])=[CH:15][CH:14]=1.